From a dataset of Reaction yield outcomes from USPTO patents with 853,638 reactions. Predict the reaction yield, written as a fraction of the theoretical maximum amount of product (1.0 means a 100% yield; for example, 0.34 means a 34% yield). The reactants are O[C@@H:2]1[C@H:6]([CH2:7]/[CH:8]=[CH:9]\[CH2:10][CH2:11][CH2:12][C:13]([OH:15])=[O:14])[C@@H:5](/[CH:16]=[CH:17]/[C@@H:18]([O:31][Si:32]([CH2:37][CH3:38])([CH2:35][CH3:36])[CH2:33][CH3:34])[CH2:19][O:20][C:21]2[CH:26]=[CH:25][CH:24]=[C:23]([C:27]([F:30])([F:29])[F:28])[CH:22]=2)[C@H:4]([O:39][Si:40]([CH2:45][CH3:46])([CH2:43][CH3:44])[CH2:41][CH3:42])[CH2:3]1.C(Cl)(=O)C1C=CC=CC=1. The catalyst is C(Cl)Cl.CN(C)C1C=CN=CC=1. The product is [CH2:45]([Si:40]([CH2:41][CH3:42])([CH2:43][CH3:44])[O:39][C@@H:4]1[CH2:3][C@@H:2]2[O:14][C:13](=[O:15])[CH2:12][CH2:11][CH2:10][CH:9]=[CH:8][CH2:7][C@@H:6]2[C@H:5]1/[CH:16]=[CH:17]/[C@@H:18]([O:31][Si:32]([CH2:37][CH3:38])([CH2:35][CH3:36])[CH2:33][CH3:34])[CH2:19][O:20][C:21]1[CH:26]=[CH:25][CH:24]=[C:23]([C:27]([F:30])([F:29])[F:28])[CH:22]=1)[CH3:46]. The yield is 0.616.